Dataset: Reaction yield outcomes from USPTO patents with 853,638 reactions. Task: Predict the reaction yield, written as a fraction of the theoretical maximum amount of product (1.0 means a 100% yield; for example, 0.34 means a 34% yield). (1) The reactants are C([O:3][C:4](=[O:30])[CH2:5][C@H:6]1[C:14]2[C:9](=[CH:10][C:11]([O:15][CH2:16][CH2:17][C:18]3[O:22][C:21]([C:23]4[CH:28]=[CH:27][CH:26]=[CH:25][CH:24]=4)=[N:20][C:19]=3[CH3:29])=[CH:12][CH:13]=2)[CH2:8][CH2:7]1)C.[Li+].[OH-].O.Cl. The catalyst is CCO.C1COCC1. The product is [CH3:29][C:19]1[N:20]=[C:21]([C:23]2[CH:24]=[CH:25][CH:26]=[CH:27][CH:28]=2)[O:22][C:18]=1[CH2:17][CH2:16][O:15][C:11]1[CH:10]=[C:9]2[C:14](=[CH:13][CH:12]=1)[C@H:6]([CH2:5][C:4]([OH:30])=[O:3])[CH2:7][CH2:8]2. The yield is 0.306. (2) The reactants are C[O:2][C:3]([C:5]1[CH:23]=[CH:22][CH:21]=[CH:20][C:6]=1[O:7][C:8]1[S:12][C:11]([C:13]([O:15][CH3:16])=[O:14])=[CH:10][C:9]=1[N+:17]([O-])=O)=O. The catalyst is C(O)(=O)C.[Fe]. The product is [O:2]=[C:3]1[C:5]2[CH:23]=[CH:22][CH:21]=[CH:20][C:6]=2[O:7][C:8]2[S:12][C:11]([C:13]([O:15][CH3:16])=[O:14])=[CH:10][C:9]=2[NH:17]1. The yield is 0.810. (3) The reactants are [C:1]([O:5][C:6](=[O:34])[CH2:7][O:8][C:9]1[C:18]2[CH2:17][CH2:16][CH2:15][C@@H:14]([NH:19][S:20]([C:23]3[CH:28]=[C:27]([C:29]([F:32])([F:31])[F:30])[CH:26]=[C:25]([F:33])[CH:24]=3)(=[O:22])=[O:21])[C:13]=2[CH:12]=[CH:11][CH:10]=1)([CH3:4])([CH3:3])[CH3:2].[C:35](=O)([O-])[O-].[K+].[K+].IC. The catalyst is CN(C)C=O. The product is [C:1]([O:5][C:6](=[O:34])[CH2:7][O:8][C:9]1[C:18]2[CH2:17][CH2:16][CH2:15][C@@H:14]([N:19]([S:20]([C:23]3[CH:28]=[C:27]([C:29]([F:30])([F:31])[F:32])[CH:26]=[C:25]([F:33])[CH:24]=3)(=[O:22])=[O:21])[CH3:35])[C:13]=2[CH:12]=[CH:11][CH:10]=1)([CH3:4])([CH3:2])[CH3:3]. The yield is 0.700. (4) The reactants are CO[C:3]([C:5]1[N:6]=[CH:7][C:8]2[N:9]([CH:20]=[N:21][CH:22]=2)[C:10]=1[NH:11][C:12]1[CH:17]=[CH:16][C:15]([I:18])=[CH:14][C:13]=1[F:19])=[O:4].[CH3:23][NH2:24].C1COCC1. The catalyst is CO.C(OCC)(=O)C. The product is [F:19][C:13]1[CH:14]=[C:15]([I:18])[CH:16]=[CH:17][C:12]=1[NH:11][C:10]1[N:9]2[CH:20]=[N:21][CH:22]=[C:8]2[CH:7]=[N:6][C:5]=1[C:3]([NH:24][CH3:23])=[O:4]. The yield is 0.448. (5) The reactants are [O:1]1[C:5]2[CH:6]=[CH:7][CH:8]=[CH:9][C:4]=2[N:3]=[C:2]1[C:10]1[CH:11]=[CH:12][C:13]([NH:17][CH:18]2[CH2:23][CH2:22][O:21][CH2:20][CH2:19]2)=[C:14]([CH:16]=1)[NH2:15].[CH:24](=O)[C:25]1[C:26]([O:31][CH3:32])=[CH:27][CH:28]=[CH:29][CH:30]=1.OOS([O-])=O.[K+].C(=O)([O-])[O-].[K+].[K+]. The catalyst is CN(C)C=O. The product is [O:1]1[C:5]2[CH:6]=[CH:7][CH:8]=[CH:9][C:4]=2[N:3]=[C:2]1[C:10]1[CH:11]=[CH:12][C:13]2[N:17]([CH:18]3[CH2:23][CH2:22][O:21][CH2:20][CH2:19]3)[C:24]([C:25]3[CH:30]=[CH:29][CH:28]=[CH:27][C:26]=3[O:31][CH3:32])=[N:15][C:14]=2[CH:16]=1. The yield is 0.820. (6) The reactants are [CH2:1]([N:8]1[CH2:12][CH:11]([C:13]2[CH:18]=[CH:17][C:16]([Cl:19])=[C:15]([F:20])[CH:14]=2)[CH:10]([NH2:21])[CH2:9]1)[C:2]1[CH:7]=[CH:6][CH:5]=[CH:4][CH:3]=1.[C:22]([O-])([O-])=O.[K+].[K+].ClC(OCC)=O.B. The catalyst is C1COCC1.O. The product is [CH2:1]([N:8]1[CH2:12][CH:11]([C:13]2[CH:18]=[CH:17][C:16]([Cl:19])=[C:15]([F:20])[CH:14]=2)[CH:10]([NH:21][CH3:22])[CH2:9]1)[C:2]1[CH:3]=[CH:4][CH:5]=[CH:6][CH:7]=1. The yield is 0.700. (7) The reactants are [F:1][C:2]([F:16])([F:15])[CH2:3][O:4][C:5]1[N:10]=[CH:9][C:8]([CH:11]([OH:14])[CH2:12][OH:13])=[CH:7][CH:6]=1.[C:17]1([CH3:27])[CH:22]=[CH:21][C:20]([S:23](Cl)(=[O:25])=[O:24])=[CH:19][CH:18]=1.N1C=CC=CC=1.O. The catalyst is ClCCl. The product is [CH3:27][C:17]1[CH:22]=[CH:21][C:20]([S:23]([O:13][CH2:12][CH:11]([OH:14])[C:8]2[CH:9]=[N:10][C:5]([O:4][CH2:3][C:2]([F:1])([F:15])[F:16])=[CH:6][CH:7]=2)(=[O:25])=[O:24])=[CH:19][CH:18]=1. The yield is 0.990. (8) The reactants are [F:1][C:2]1[CH:3]=[C:4](O)[CH:5]=[C:6]([C:8]2([OH:14])[CH2:13][CH2:12][O:11][CH2:10][CH2:9]2)[CH:7]=1.[CH2:16](Br)[C:17]#[CH:18].[C:20]([O-:23])([O-])=O.[K+].[K+].[CH2:38]1O[CH2:42][CH2:41][O:40][CH2:39][CH2:38]O[CH2:42][CH2:41][O:40][CH2:39][CH2:38]O[CH2:42][CH2:41][O:40][CH2:39]1. The catalyst is CC(N(C)C)=O.O. The product is [F:1][C:2]1[CH:3]=[C:4]([CH2:16][C:17]#[C:18][O:11][C:10]#[C:9][CH2:8][C:6]2[CH:5]=[C:4]([C:20]3([OH:23])[CH2:38][CH2:39][O:40][CH2:41][CH2:42]3)[CH:3]=[C:2]([F:1])[CH:7]=2)[CH:5]=[C:6]([C:8]2([OH:14])[CH2:13][CH2:12][O:11][CH2:10][CH2:9]2)[CH:7]=1. The yield is 0.530. (9) The reactants are [OH:1][CH:2]1[CH2:7][CH2:6][CH2:5][NH:4][CH2:3]1.CCN(CC)CC.[CH3:15][C:16]([O:19][C:20](O[C:20]([O:19][C:16]([CH3:18])([CH3:17])[CH3:15])=[O:21])=[O:21])([CH3:18])[CH3:17]. The catalyst is CCO. The product is [OH:1][CH:2]1[CH2:7][CH2:6][CH2:5][N:4]([C:20]([O:19][C:16]([CH3:18])([CH3:17])[CH3:15])=[O:21])[CH2:3]1. The yield is 0.840. (10) The reactants are Br[CH2:2][C:3]([C:5]1[CH:6]=[CH:7][C:8]2[C:17]3[CH:16]=[C:15]4[CH2:18][CH2:19][CH2:20][C:21](=[O:22])[C:14]4=[CH:13][C:12]=3[O:11][CH2:10][C:9]=2[CH:23]=1)=[O:4].[C:24]([O:28][C:29]([N:31]1[C@@H:35]([CH3:36])[CH2:34][CH2:33][C@H:32]1[C:37]([OH:39])=[O:38])=[O:30])([CH3:27])([CH3:26])[CH3:25].C(N(CC)CC)C. The product is [CH3:36][C@@H:35]1[N:31]([C:29]([O:28][C:24]([CH3:25])([CH3:27])[CH3:26])=[O:30])[C@H:32]([C:37]([O:39][CH2:2][C:3](=[O:4])[C:5]2[CH:6]=[CH:7][C:8]3[C:17]4[CH:16]=[C:15]5[CH2:18][CH2:19][CH2:20][C:21](=[O:22])[C:14]5=[CH:13][C:12]=4[O:11][CH2:10][C:9]=3[CH:23]=2)=[O:38])[CH2:33][CH2:34]1. The yield is 0.650. The catalyst is CC#N.CCOC(C)=O.